Dataset: Full USPTO retrosynthesis dataset with 1.9M reactions from patents (1976-2016). Task: Predict the reactants needed to synthesize the given product. (1) Given the product [F:1][C:2]1[CH:3]=[C:4]([CH:5]=[CH:6][C:7]=1[F:8])[CH2:9][CH2:10][O:11][C:15]1[CH:31]=[C:19]2[N:20]([C:24]([O:26][C:27]([CH3:28])([CH3:29])[CH3:30])=[O:25])[CH2:21][CH2:22][CH2:23][N:18]2[C:17](=[O:32])[N:16]=1, predict the reactants needed to synthesize it. The reactants are: [F:1][C:2]1[CH:3]=[C:4]([CH2:9][CH2:10][OH:11])[CH:5]=[CH:6][C:7]=1[F:8].[H-].[Na+].Cl[C:15]1[CH:31]=[C:19]2[N:20]([C:24]([O:26][C:27]([CH3:30])([CH3:29])[CH3:28])=[O:25])[CH2:21][CH2:22][CH2:23][N:18]2[C:17](=[O:32])[N:16]=1. (2) The reactants are: [NH2:1][CH2:2][CH2:3][C:4]1[CH:9]=[CH:8][C:7]([C:10]2[N:11]=[C:12]([NH2:15])[S:13][CH:14]=2)=[CH:6][CH:5]=1.O.[OH-].[Na+].[C:19](O[C:19]([O:21][C:22]([CH3:25])([CH3:24])[CH3:23])=[O:20])([O:21][C:22]([CH3:25])([CH3:24])[CH3:23])=[O:20]. Given the product [C:22]([O:21][C:19](=[O:20])[NH:1][CH2:2][CH2:3][C:4]1[CH:5]=[CH:6][C:7]([C:10]2[N:11]=[C:12]([NH2:15])[S:13][CH:14]=2)=[CH:8][CH:9]=1)([CH3:25])([CH3:24])[CH3:23], predict the reactants needed to synthesize it. (3) Given the product [CH3:20][O:8][C:7](=[O:9])[C:6]1[CH:5]=[C:4]([N+:1]([O-:3])=[O:2])[CH:12]=[C:11]([N+:13]([O-:15])=[O:14])[CH:10]=1, predict the reactants needed to synthesize it. The reactants are: [N+:1]([C:4]1[CH:5]=[C:6]([CH:10]=[C:11]([N+:13]([O-:15])=[O:14])[CH:12]=1)[C:7]([OH:9])=[O:8])([O-:3])=[O:2].O=S(Cl)Cl.[CH2:20](N(CC)CC)C. (4) The reactants are: [F:1][C:2]([F:21])([F:20])[C:3]1[CH:8]=[CH:7][C:6]([NH:9][C:10]2[C:11]3[CH2:19][NH:18][CH2:17][CH2:16][C:12]=3[N:13]=[CH:14][N:15]=2)=[CH:5][CH:4]=1.[C:22]1([CH3:31])[CH:27]=[CH:26][CH:25]=[C:24](B(O)O)[CH:23]=1.C(N(CC)CC)C. Given the product [F:21][C:2]([F:1])([F:20])[C:3]1[CH:8]=[CH:7][C:6]([NH:9][C:10]2[C:11]3[CH2:19][N:18]([C:24]4[CH:23]=[C:22]([CH3:31])[CH:27]=[CH:26][CH:25]=4)[CH2:17][CH2:16][C:12]=3[N:13]=[CH:14][N:15]=2)=[CH:5][CH:4]=1, predict the reactants needed to synthesize it. (5) Given the product [C:1]1([CH2:7][CH2:8][CH2:9][C:10]2[N:11]=[C:12]([C:15]([NH:17][C@H:18]([C:20]([NH:22][CH:23]([CH:24]=[O:29])[CH2:27][C:26]([OH:28])=[O:25])=[O:21])[CH3:19])=[O:16])[NH:13][CH:14]=2)[CH:2]=[CH:3][CH:4]=[CH:5][CH:6]=1, predict the reactants needed to synthesize it. The reactants are: [C:1]1([CH2:7][CH2:8][CH2:9][C:10]2[N:11]=[C:12]([C:15]([NH:17][C@@H:18]([C:20]([NH:22][C@H:23]3[CH2:27][C:26](=[O:28])[O:25][C@@H:24]3[O:29]CC3C=CC=CC=3)=[O:21])[CH3:19])=[O:16])[NH:13][CH:14]=2)[CH:6]=[CH:5][CH:4]=[CH:3][CH:2]=1. (6) Given the product [N+:21]([C:18]1[CH:19]=[CH:20][C:15]([C:6]2[CH:7]=[CH:8][C:3]([C:2]([F:13])([F:12])[F:1])=[CH:4][CH:5]=2)=[N:16][CH:17]=1)([O-:23])=[O:22], predict the reactants needed to synthesize it. The reactants are: [F:1][C:2]([F:13])([F:12])[C:3]1[CH:8]=[CH:7][C:6](B(O)O)=[CH:5][CH:4]=1.Cl[C:15]1[CH:20]=[CH:19][C:18]([N+:21]([O-:23])=[O:22])=[CH:17][N:16]=1.C(=O)([O-])[O-].[K+].[K+].O1CCOCC1. (7) Given the product [Cl:23][C:24]1[N:29]=[C:28]([C:9]2[CH:10]=[C:11]([N:15]3[CH2:16][CH2:17][C:18](=[O:21])[CH2:19][CH2:20]3)[CH:12]=[CH:13][CH:14]=2)[CH:27]=[CH:26][N:25]=1, predict the reactants needed to synthesize it. The reactants are: CC1(C)C(C)(C)OB([C:9]2[CH:10]=[C:11]([N:15]3[CH2:20][CH2:19][C:18](=[O:21])[CH2:17][CH2:16]3)[CH:12]=[CH:13][CH:14]=2)O1.[Cl:23][C:24]1[N:29]=[C:28](Cl)[CH:27]=[CH:26][N:25]=1. (8) Given the product [N:25]1([C:30]2[CH:31]=[CH:32][C:33]([NH:34][C:13]([CH:14]3[C:15]4[C:16](=[CH:20][CH:21]=[CH:22][CH:23]=4)[C:17](=[O:19])[N:12]([CH2:11][CH2:10][O:9][CH3:8])[CH:6]3[C:2]3[S:1][CH:5]=[CH:4][CH:3]=3)=[O:24])=[CH:35][CH:36]=2)[CH:29]=[N:28][CH:27]=[N:26]1, predict the reactants needed to synthesize it. The reactants are: [S:1]1[CH:5]=[CH:4][CH:3]=[C:2]1[CH:6]=O.[CH3:8][O:9][CH2:10][CH2:11][NH2:12].[C:13]1(=[O:24])[O:19][C:17](=O)[C:16]2=[CH:20][CH:21]=[CH:22][CH:23]=[C:15]2[CH2:14]1.[N:25]1([C:30]2[CH:36]=[CH:35][C:33]([NH2:34])=[CH:32][CH:31]=2)[CH:29]=[N:28][CH:27]=[N:26]1. (9) The reactants are: [C:1]([C:3]1[N:8]=[C:7]2[N:9]([CH2:17][C:18]([CH3:21])([CH3:20])[CH3:19])[N:10]([CH2:13][C:14](O)=[O:15])[C:11](=[O:12])[C:6]2=[CH:5][N:4]=1)#[N:2].[CH3:22][N:23]([CH3:27])[CH2:24][CH2:25][NH2:26].ON1C2C=CC=CC=2N=N1.Cl.C(N=C=NCCCN(C)C)C.C(=O)([O-])O.[Na+]. Given the product [C:1]([C:3]1[N:8]=[C:7]2[N:9]([CH2:17][C:18]([CH3:21])([CH3:20])[CH3:19])[N:10]([CH2:13][C:14]([NH:26][CH2:25][CH2:24][N:23]([CH3:27])[CH3:22])=[O:15])[C:11](=[O:12])[C:6]2=[CH:5][N:4]=1)#[N:2], predict the reactants needed to synthesize it. (10) The reactants are: [H-].[Na+].[CH3:3][S:4]([NH2:7])(=[O:6])=[O:5].[CH:8]([C@@H:11]1[CH2:15][O:14][C:13](=[O:16])[N:12]1[C:17]1[CH:18]=[C:19]([CH:23]2[C:32]([CH3:34])([CH3:33])[CH2:31][C:30]3[C:25](=[CH:26][CH:27]=[C:28]([C:35](O)=[O:36])[CH:29]=3)[NH:24]2)[CH:20]=[CH:21][CH:22]=1)([CH3:10])[CH3:9].C(N1C=CN=C1)(N1C=CN=C1)=O. Given the product [CH:8]([C@@H:11]1[CH2:15][O:14][C:13](=[O:16])[N:12]1[C:17]1[CH:18]=[C:19]([CH:23]2[C:32]([CH3:34])([CH3:33])[CH2:31][C:30]3[C:25](=[CH:26][CH:27]=[C:28]([C:35]([NH:7][S:4]([CH3:3])(=[O:6])=[O:5])=[O:36])[CH:29]=3)[NH:24]2)[CH:20]=[CH:21][CH:22]=1)([CH3:10])[CH3:9], predict the reactants needed to synthesize it.